From a dataset of Full USPTO retrosynthesis dataset with 1.9M reactions from patents (1976-2016). Predict the reactants needed to synthesize the given product. (1) The reactants are: [CH2:1]([O:8][CH2:9][N:10]1[C:15](=[O:16])[C:14]([Br:17])=[N:13][N:12]([CH2:18][C:19](F)(F)C2C=CC=CC=2)[C:11]1=[O:28])[C:2]1[CH:7]=[CH:6][CH:5]=[CH:4][CH:3]=1.[N:29]1(CCO)[CH:33]=[CH:32][CH:31]=[CH:30]1. Given the product [N:29]1([CH2:19][CH2:18][N:12]2[C:11](=[O:28])[N:10]([CH2:9][O:8][CH2:1][C:2]3[CH:3]=[CH:4][CH:5]=[CH:6][CH:7]=3)[C:15](=[O:16])[C:14]([Br:17])=[N:13]2)[CH:33]=[CH:32][CH:31]=[CH:30]1, predict the reactants needed to synthesize it. (2) Given the product [OH:4][C@H:5]1[CH2:6][N:7]([C:33](=[O:35])[CH3:34])[C@@H:8]([C:10]2[N:14]3[C:15]4[CH:21]=[CH:20][NH:19][C:16]=4[N:17]=[CH:18][C:13]3=[C:12]([C:43]3[CH:42]=[CH:41][C:40]([O:39][CH2:38][C:37]([F:36])([F:49])[F:50])=[CH:45][CH:44]=3)[N:11]=2)[CH2:9]1, predict the reactants needed to synthesize it. The reactants are: C([O:4][C@@H:5]1[CH2:9][C@H:8]([C:10]2[N:14]3[C:15]4[CH:21]=[CH:20][N:19](S(C5C=CC(C)=CC=5)(=O)=O)[C:16]=4[N:17]=[CH:18][C:13]3=[C:12](Br)[N:11]=2)[N:7]([C:33](=[O:35])[CH3:34])[CH2:6]1)(=O)C.[F:36][C:37]([F:50])([F:49])[CH2:38][O:39][C:40]1[CH:45]=[CH:44][C:43](B(O)O)=[CH:42][CH:41]=1.C([O-])([O-])=O.[Cs+].[Cs+]. (3) Given the product [Br:8][C:6]1[N:7]=[C:2]2[C:25]([CH:26]([CH2:29][CH3:30])[CH2:27][CH3:28])=[CH:24][N:22]([CH3:23])[C:3]2=[N:4][C:5]=1[C:9]1[CH:14]=[CH:13][C:12]([O:15][C:16]([F:19])([F:18])[F:17])=[CH:11][C:10]=1[O:20][CH3:21], predict the reactants needed to synthesize it. The reactants are: Br[C:2]1[C:3]([N:22]([CH2:24][CH:25]=[C:26]([CH2:29][CH3:30])[CH2:27][CH3:28])[CH3:23])=[N:4][C:5]([C:9]2[CH:14]=[CH:13][C:12]([O:15][C:16]([F:19])([F:18])[F:17])=[CH:11][C:10]=2[O:20][CH3:21])=[C:6]([Br:8])[N:7]=1.C([O-])([O-])=O.[K+].[K+]. (4) The reactants are: C([O:3][C:4](=[O:31])[CH:5]([C:23]1[CH:24]=[N:25][C:26]([O:29][CH3:30])=[N:27][CH:28]=1)[CH2:6][CH2:7][CH2:8][CH2:9][CH2:10][CH2:11][CH2:12][C:13]1[CH:22]=[CH:21][C:20]2[CH2:19][CH2:18][CH2:17][NH:16][C:15]=2[N:14]=1)C.[OH-].[Na+].Cl. Given the product [CH3:30][O:29][C:26]1[N:27]=[CH:28][C:23]([CH:5]([CH2:6][CH2:7][CH2:8][CH2:9][CH2:10][CH2:11][CH2:12][C:13]2[CH:22]=[CH:21][C:20]3[CH2:19][CH2:18][CH2:17][NH:16][C:15]=3[N:14]=2)[C:4]([OH:31])=[O:3])=[CH:24][N:25]=1, predict the reactants needed to synthesize it. (5) Given the product [C:23]1([C:29]2[N:33]=[C:32]([N:34]3[CH2:39][CH2:38][N:37]([C:13]([NH:12][C:9]4[CH:8]=[CH:7][C:6]([NH:5][C:3](=[O:4])[C:2]([F:1])([F:21])[F:22])=[CH:11][CH:10]=4)=[O:20])[CH2:36][CH2:35]3)[S:31][N:30]=2)[CH:24]=[CH:25][CH:26]=[CH:27][CH:28]=1, predict the reactants needed to synthesize it. The reactants are: [F:1][C:2]([F:22])([F:21])[C:3]([NH:5][C:6]1[CH:11]=[CH:10][C:9]([NH:12][C:13](=[O:20])OCC(Cl)(Cl)Cl)=[CH:8][CH:7]=1)=[O:4].[C:23]1([C:29]2[N:33]=[C:32]([N:34]3[CH2:39][CH2:38][NH:37][CH2:36][CH2:35]3)[S:31][N:30]=2)[CH:28]=[CH:27][CH:26]=[CH:25][CH:24]=1.C(N(C(C)C)CC)(C)C.CS(C)=O. (6) Given the product [CH3:1][N:2]([CH2:14][C:15]1[N:19]([CH2:20][C@H:21]2[CH2:26][CH2:25][CH2:24][N:23]([C:27]([O:29][C:30]([CH3:33])([CH3:31])[CH3:32])=[O:28])[CH2:22]2)[C:18]2[CH:34]=[CH:35][CH:36]=[CH:37][C:17]=2[N:16]=1)[C@@H:3]1[C:12]2[N:11]=[CH:10][CH:9]=[CH:8][C:7]=2[CH2:6][CH2:5][CH2:4]1, predict the reactants needed to synthesize it. The reactants are: [CH3:1][NH:2][C@@H:3]1[C:12]2[N:11]=[CH:10][CH:9]=[CH:8][C:7]=2[CH2:6][CH2:5][CH2:4]1.Cl[CH2:14][C:15]1[N:19]([CH2:20][C@H:21]2[CH2:26][CH2:25][CH2:24][N:23]([C:27]([O:29][C:30]([CH3:33])([CH3:32])[CH3:31])=[O:28])[CH2:22]2)[C:18]2[CH:34]=[CH:35][CH:36]=[CH:37][C:17]=2[N:16]=1.[I-].[K+].C(N(CC)C(C)C)(C)C.